Dataset: Full USPTO retrosynthesis dataset with 1.9M reactions from patents (1976-2016). Task: Predict the reactants needed to synthesize the given product. Given the product [F:31][C:32]1[CH:39]=[CH:38][CH:37]=[CH:36][C:33]=1[CH2:34][N:1]1[C:9]2[C:4](=[CH:5][C:6]([NH:10][C:11]3[C:20]4[C:15](=[CH:16][C:17]([O:29][CH3:30])=[CH:18][C:19]=4[O:21][CH:22]4[CH2:23][CH2:24][N:25]([CH3:28])[CH2:26][CH2:27]4)[N:14]=[CH:13][N:12]=3)=[CH:7][CH:8]=2)[CH:3]=[CH:2]1, predict the reactants needed to synthesize it. The reactants are: [NH:1]1[C:9]2[C:4](=[CH:5][C:6]([NH:10][C:11]3[C:20]4[C:15](=[CH:16][C:17]([O:29][CH3:30])=[CH:18][C:19]=4[O:21][CH:22]4[CH2:27][CH2:26][N:25]([CH3:28])[CH2:24][CH2:23]4)[N:14]=[CH:13][N:12]=3)=[CH:7][CH:8]=2)[CH:3]=[CH:2]1.[F:31][C:32]1[CH:39]=[CH:38][CH:37]=[CH:36][C:33]=1[CH2:34]Cl.